From a dataset of Catalyst prediction with 721,799 reactions and 888 catalyst types from USPTO. Predict which catalyst facilitates the given reaction. (1) Reactant: [NH2:1][CH2:2][C@@H:3]1[CH2:7][C@@H:6]([O:8][C:9]2[CH:14]=[N:13][C:12]([CH:15]3[CH2:17][CH2:16]3)=[CH:11][N:10]=2)[CH2:5][N:4]1[C:18]([O:20][C:21]([CH3:24])([CH3:23])[CH3:22])=[O:19].C(N(CC)CC)C.Br[CH2:33][C:34]([O:36][CH3:37])=[O:35]. Product: [CH:15]1([C:12]2[N:13]=[CH:14][C:9]([O:8][C@H:6]3[CH2:5][N:4]([C:18]([O:20][C:21]([CH3:24])([CH3:23])[CH3:22])=[O:19])[C@H:3]([CH2:2][NH:1][CH2:33][C:34]([O:36][CH3:37])=[O:35])[CH2:7]3)=[N:10][CH:11]=2)[CH2:16][CH2:17]1. The catalyst class is: 5. (2) Reactant: Br[C:2]1[CH:7]=[C:6](Br)[CH:5]=[C:4](Br)[C:3]=1[N:10]1[CH:14]=[CH:13][N:12]=[C:11]1[C:15]1[CH:20]=[CH:19][C:18]([F:21])=[CH:17][CH:16]=1.[C:22]1(B(O)O)[CH:27]=[CH:26][CH:25]=[CH:24][CH:23]=1.[C:31]1(P([C:31]2[CH:36]=[CH:35][CH:34]=[CH:33][CH:32]=2)[C:31]2[CH:36]=[CH:35][CH:34]=[CH:33][CH:32]=2)[CH:36]=[CH:35][CH:34]=[CH:33][CH:32]=1.C(=O)([O-])[O-].[K+].[K+]. Product: [C:22]1([C:2]2[CH:7]=[C:6]([C:31]3[CH:36]=[CH:35][CH:34]=[CH:33][CH:32]=3)[CH:5]=[C:4]([C:2]3[CH:7]=[CH:6][CH:5]=[CH:4][CH:3]=3)[C:3]=2[N:10]2[CH:14]=[CH:13][N:12]=[C:11]2[C:15]2[CH:20]=[CH:19][C:18]([F:21])=[CH:17][CH:16]=2)[CH:27]=[CH:26][CH:25]=[CH:24][CH:23]=1. The catalyst class is: 57. (3) Reactant: Br[C:2]1[CH:7]=[CH:6][N:5]=[C:4]2[N:8](S(C3C=CC=CC=3)(=O)=O)[C:9]([CH3:11])=[CH:10][C:3]=12.[Cl:21][C:22]1[CH:23]=[N:24][N:25]([CH2:52][CH3:53])[C:26]=1[C:27]([NH:29][C:30]1[CH:38]=[C:37]([Sn](C)(C)C)[CH:36]=[C:35]2[C:31]=1[CH:32]=[N:33][N:34]2S(C1C=CC=CC=1)(=O)=O)=[O:28].C1(S)C=CC=CC=1. Product: [Cl:21][C:22]1[CH:23]=[N:24][N:25]([CH2:52][CH3:53])[C:26]=1[C:27]([NH:29][C:30]1[CH:38]=[C:37]([C:2]2[CH:7]=[CH:6][N:5]=[C:4]3[NH:8][C:9]([CH3:11])=[CH:10][C:3]=23)[CH:36]=[C:35]2[C:31]=1[CH:32]=[N:33][NH:34]2)=[O:28]. The catalyst class is: 3. (4) Reactant: [OH:1][C:2]1[CH:7]=[CH:6][C:5]([C:8](=[O:10])[CH3:9])=[CH:4][C:3]=1[O:11][CH3:12].C(=O)([O-])[O-].[K+].[K+].Cl.Cl[CH2:21][C:22]1[CH:23]=[CH:24][C:25]([O:28][CH3:29])=[N:26][CH:27]=1. Product: [CH3:12][O:11][C:3]1[CH:4]=[C:5]([C:8](=[O:10])[CH3:9])[CH:6]=[CH:7][C:2]=1[O:1][CH2:21][C:22]1[CH:27]=[N:26][C:25]([O:28][CH3:29])=[CH:24][CH:23]=1. The catalyst class is: 47. (5) Reactant: [F:1][C:2]1[CH:9]=[CH:8][CH:7]=[C:6]([F:10])[C:3]=1[CH2:4]Br.[N-:11]=[N+:12]=[N-:13].[Na+].[N-]=[N+]=[N-].[C:18]([O:22]C)(=O)[C:19]#[CH:20].[NH3:24]. Product: [CH:8]1[CH:7]=[C:6]([F:10])[C:3]([CH2:4][N:13]2[N:12]=[N:11][C:19]([C:18]([NH2:24])=[O:22])=[CH:20]2)=[C:2]([F:1])[CH:9]=1. The catalyst class is: 6. (6) Reactant: C[O:2][C:3]([C:5]1[C:6]2[C:7]([C:24]3[C:32]4[C:27](=[CH:28][CH:29]=[CH:30][CH:31]=4)[N:26](S(C4C=CC(C)=CC=4)(=O)=O)[CH:25]=3)=[CH:8][N:9](S(C3C=CC(C)=CC=3)(=O)=O)[C:10]=2[CH:11]=[CH:12][CH:13]=1)=[O:4].[Li+].[OH-]. Product: [NH:26]1[C:27]2[C:32](=[CH:31][CH:30]=[CH:29][CH:28]=2)[C:24]([C:7]2[C:6]3[C:5]([C:3]([OH:4])=[O:2])=[CH:13][CH:12]=[CH:11][C:10]=3[NH:9][CH:8]=2)=[CH:25]1. The catalyst class is: 87. (7) Reactant: [C:1]([O-:4])([O-])=[O:2].[Na+].[Na+].[C:7]([OH:10])(=[O:9])[CH3:8].[CH:11]1[N:12]=[C:13]([NH2:54])[C:14]2[N:19]=[CH:18][N:17]([C@@H:20]3[O:24][C@H:23]([CH2:25][O:26][P:27]([O:30][P:31]([O:34][CH2:35][C@H:36]4O[C@@H](N5C=C(C(N)=O)CC=C5)[C@H:38](O)[C@@H:37]4[OH:51])([OH:33])=[O:32])([OH:29])=[O:28])[C@@H:22]([OH:52])[C@H:21]3[OH:53])[C:15]=2[N:16]=1. Product: [CH3:8][C:7]([O:10][C@H:38]1[CH:1]([OH:4])[O:2][C@H:36]([CH2:35][O:34][P:31]([O:30][P:27]([O:26][CH2:25][C@H:23]2[O:24][C@@H:20]([N:17]3[C:15]4[N:16]=[CH:11][N:12]=[C:13]([NH2:54])[C:14]=4[N:19]=[CH:18]3)[C@H:21]([OH:53])[C@@H:22]2[OH:52])([OH:29])=[O:28])([OH:33])=[O:32])[C@H:37]1[OH:51])=[O:9]. The catalyst class is: 23. (8) Reactant: [OH:1][CH:2]([C:4]1[C:19]([N+:20]([O-:22])=[O:21])=[CH:18][C:7]([O:8][CH2:9][CH2:10][CH2:11][C:12]([NH:14][CH2:15][C:16]#[CH:17])=[O:13])=[C:6]([O:23][CH3:24])[CH:5]=1)[CH3:3].C(N(CC)CC)C.[N+:32]([C:35]1[CH:40]=[CH:39][C:38]([O:41][C:42](=O)[O:43]C2C=CC([N+]([O-])=O)=CC=2)=[CH:37][CH:36]=1)([O-:34])=[O:33].Cl. Product: [C:42](=[O:43])([O:41][C:38]1[CH:37]=[CH:36][C:35]([N+:32]([O-:34])=[O:33])=[CH:40][CH:39]=1)[O:1][CH:2]([C:4]1[CH:5]=[C:6]([O:23][CH3:24])[C:7]([O:8][CH2:9][CH2:10][CH2:11][C:12](=[O:13])[NH:14][CH2:15][C:16]#[CH:17])=[CH:18][C:19]=1[N+:20]([O-:22])=[O:21])[CH3:3]. The catalyst class is: 3. (9) Reactant: [CH2:1]([O:3][C:4]([C:6]1[N:15]=[C:9]2[CH:10]=[C:11]([NH2:14])[CH:12]=[CH:13][N:8]2[N:7]=1)=[O:5])[CH3:2].[N:16]1([C:20]([C:22]2[CH:23]=[N:24][N:25]([CH3:30])[C:26]=2[C:27](O)=[O:28])=[O:21])[CH2:19][CH2:18][CH2:17]1.CCCP(=O)=O.C(N(C(C)C)CC)(C)C. Product: [CH2:1]([O:3][C:4]([C:6]1[N:15]=[C:9]2[CH:10]=[C:11]([NH:14][C:27]([C:26]3[N:25]([CH3:30])[N:24]=[CH:23][C:22]=3[C:20]([N:16]3[CH2:19][CH2:18][CH2:17]3)=[O:21])=[O:28])[CH:12]=[CH:13][N:8]2[N:7]=1)=[O:5])[CH3:2]. The catalyst class is: 7. (10) Product: [N+:8]([C:5]1[CH:6]=[CH:7][C:2]([C:19]2[CH2:24][CH2:23][N:22]([C:25]([O:27][C:28]([CH3:31])([CH3:30])[CH3:29])=[O:26])[CH2:21][CH:20]=2)=[CH:3][CH:4]=1)([O-:10])=[O:9]. Reactant: Br[C:2]1[CH:7]=[CH:6][C:5]([N+:8]([O-:10])=[O:9])=[CH:4][CH:3]=1.CC1(C)C(C)(C)OB([C:19]2[CH2:24][CH2:23][N:22]([C:25]([O:27][C:28]([CH3:31])([CH3:30])[CH3:29])=[O:26])[CH2:21][CH:20]=2)O1.C(=O)([O-])[O-].[Na+].[Na+]. The catalyst class is: 203.